From a dataset of Forward reaction prediction with 1.9M reactions from USPTO patents (1976-2016). Predict the product of the given reaction. (1) Given the reactants Br[C:2]1[CH:7]=[CH:6][C:5]([S:8]([NH:11][C:12]2[N:17]=[C:16]([N:18]3[CH2:23][C@H:22]([CH3:24])[N:21]([C:25]([O:27][C:28]([CH3:31])([CH3:30])[CH3:29])=[O:26])[C@H:20]([CH3:32])[CH2:19]3)[CH:15]=[CH:14][C:13]=2[O:33][CH3:34])(=[O:10])=[O:9])=[C:4]([Cl:35])[CH:3]=1.[CH3:36][C:37]1[CH:38]=[C:39](B(O)O)[S:40][CH:41]=1.C(=O)([O-])[O-].[Na+].[Na+].O, predict the reaction product. The product is: [Cl:35][C:4]1[CH:3]=[C:2]([C:39]2[S:40][CH:41]=[C:37]([CH3:36])[CH:38]=2)[CH:7]=[CH:6][C:5]=1[S:8]([NH:11][C:12]1[N:17]=[C:16]([N:18]2[CH2:23][C@H:22]([CH3:24])[N:21]([C:25]([O:27][C:28]([CH3:31])([CH3:30])[CH3:29])=[O:26])[C@H:20]([CH3:32])[CH2:19]2)[CH:15]=[CH:14][C:13]=1[O:33][CH3:34])(=[O:10])=[O:9]. (2) Given the reactants C(NC(C)C)(C)C.[C:8]([CH:10]1[CH2:12][CH2:11]1)#[CH:9].[NH2:13][C:14]1[N:15]([CH3:32])[C:16](=[O:31])[C:17]2([N:30]=1)[C:26]1[C:21](=[CH:22][CH:23]=[C:24](Br)[CH:25]=1)[CH2:20][C:19]([CH3:29])([CH3:28])[CH2:18]2, predict the reaction product. The product is: [NH2:13][C:14]1[N:15]([CH3:32])[C:16](=[O:31])[C:17]2([N:30]=1)[C:26]1[C:21](=[CH:22][CH:23]=[C:24]([C:9]#[C:8][CH:10]3[CH2:12][CH2:11]3)[CH:25]=1)[CH2:20][C:19]([CH3:28])([CH3:29])[CH2:18]2. (3) The product is: [N:6]1([CH2:5][C:4]([NH:13][NH2:14])=[O:11])[CH:10]=[CH:9][N:8]=[N:7]1. Given the reactants C(O[C:4](=[O:11])[CH2:5][N:6]1[CH:10]=[CH:9][N:8]=[N:7]1)C.O.[NH2:13][NH2:14], predict the reaction product. (4) Given the reactants [F:1][C:2]([F:33])([F:32])[C:3]1[CH:4]=[C:5]([C@H:13]([O:15][C@H:16]2[CH2:24][CH2:23][C@H:22]3[C@@H:18]([CH2:19][NH:20][CH2:21]3)[C@@H:17]2[C:25]2[CH:30]=[CH:29][CH:28]=[CH:27][C:26]=2[CH3:31])[CH3:14])[CH:6]=[C:7]([C:9]([F:12])([F:11])[F:10])[CH:8]=1.[C:34]1(=O)[CH2:38][CH2:37][C:36](=[O:39])[CH2:35]1, predict the reaction product. The product is: [F:12][C:9]([F:10])([F:11])[C:7]1[CH:6]=[C:5]([C@H:13]([O:15][C@H:16]2[CH2:24][CH2:23][C@H:22]3[C@@H:18]([CH2:19][N:20]([C:34]4[CH2:38][CH2:37][C:36](=[O:39])[CH:35]=4)[CH2:21]3)[C@@H:17]2[C:25]2[CH:30]=[CH:29][CH:28]=[CH:27][C:26]=2[CH3:31])[CH3:14])[CH:4]=[C:3]([C:2]([F:1])([F:32])[F:33])[CH:8]=1. (5) Given the reactants Br[C:2]1[CH:3]=[CH:4][C:5]2[C@H:10]([CH2:11][CH2:12][OH:13])[O:9][CH2:8][CH2:7][C:6]=2[CH:14]=1.[NH:15]1[CH:19]=[CH:18][CH:17]=[N:16]1.C(=O)([O-])[O-].[K+].[K+], predict the reaction product. The product is: [N:15]1([C:2]2[CH:3]=[CH:4][C:5]3[C@H:10]([CH2:11][CH2:12][OH:13])[O:9][CH2:8][CH2:7][C:6]=3[CH:14]=2)[CH:19]=[CH:18][CH:17]=[N:16]1.